This data is from Full USPTO retrosynthesis dataset with 1.9M reactions from patents (1976-2016). The task is: Predict the reactants needed to synthesize the given product. Given the product [CH3:12][N:13]([CH3:23])[C:14]1[CH:22]=[CH:21][C:17]([C:18]([N:9]([CH3:8])[O:10][CH3:11])=[O:19])=[CH:16][CH:15]=1, predict the reactants needed to synthesize it. The reactants are: N1C=CC=CC=1.Cl.[CH3:8][NH:9][O:10][CH3:11].[CH3:12][N:13]([CH3:23])[C:14]1[CH:22]=[CH:21][C:17]([C:18](Cl)=[O:19])=[CH:16][CH:15]=1.O.